This data is from Catalyst prediction with 721,799 reactions and 888 catalyst types from USPTO. The task is: Predict which catalyst facilitates the given reaction. (1) Reactant: C([O:5][C:6](=[O:37])[CH2:7][C@H:8]([NH:11][S:12]([C:15]1[CH:20]=[CH:19][C:18]([N:21]([CH3:23])[CH3:22])=[CH:17][C:16]=1[O:24][CH2:25][CH2:26][C:27]1[CH:36]=[CH:35][CH:34]=[C:33]2[C:28]=1[CH:29]=[CH:30][CH:31]=[N:32]2)(=[O:14])=[O:13])[CH:9]=[O:10])(C)(C)C. Product: [CH3:23][N:21]([CH3:22])[C:18]1[CH:19]=[CH:20][C:15]([S:12]([NH:11][C@H:8]([CH:9]=[O:10])[CH2:7][C:6]([OH:37])=[O:5])(=[O:13])=[O:14])=[C:16]([O:24][CH2:25][CH2:26][C:27]2[CH:36]=[CH:35][CH:34]=[C:33]3[C:28]=2[CH:29]=[CH:30][CH:31]=[N:32]3)[CH:17]=1. The catalyst class is: 137. (2) Reactant: [C:1]([C:3]1[N:8]=[CH:7][C:6]([C:9]([OH:11])=O)=[CH:5][CH:4]=1)#[N:2].CN(C(ON1N=NC2C=CC=NC1=2)=[N+](C)C)C.F[P-](F)(F)(F)(F)F.CCN(C(C)C)C(C)C.[F:45][CH:46]1[C:51]([O:54][CH3:55])([O:52][CH3:53])[CH2:50][CH2:49][NH:48][CH2:47]1. Product: [C:1]([C:3]1[N:8]=[CH:7][C:6]([C:9]([N:48]2[CH2:49][CH2:50][C:51]([O:54][CH3:55])([O:52][CH3:53])[CH:46]([F:45])[CH2:47]2)=[O:11])=[CH:5][CH:4]=1)#[N:2]. The catalyst class is: 644.